This data is from Full USPTO retrosynthesis dataset with 1.9M reactions from patents (1976-2016). The task is: Predict the reactants needed to synthesize the given product. (1) Given the product [CH3:20][O:19][C:14]1[CH:15]=[C:16]2[C:11](=[CH:12][C:13]=1[O:21][CH3:22])[N:10]=[C:9]([O:8][CH:2]1[CH2:3][CH:34]3[CH2:6][CH:1]1[CH:33]([OH:27])[CH:31]3[OH:35])[CH:18]=[N:17]2, predict the reactants needed to synthesize it. The reactants are: [CH:1]12CC(C=[CH:6]1)[CH2:3][CH:2]2[O:8][C:9]1[CH:18]=[N:17][C:16]2[C:11](=[CH:12][C:13]([O:21][CH3:22])=[C:14]([O:19][CH3:20])[CH:15]=2)[N:10]=1.C[N+]1([O-])CC[O:27]CC1.[C:31]([OH:35])([CH3:34])([CH3:33])C. (2) Given the product [CH3:10][C:13]1[N:17]=[CH:16][N:15]([C:7]2[CH:12]=[CH:11][C:10]([C:13]3[C:14](=[O:22])[N:15]([CH2:26][C:27]([NH:29][C:30]4[CH:35]=[CH:34][CH:33]=[C:32]([C:36]([F:39])([F:38])[F:37])[CH:31]=4)=[O:28])[C:16]4([CH2:18][CH2:19][CH2:20][CH2:21]4)[N:17]=3)=[CH:9][CH:8]=2)[CH:14]=1, predict the reactants needed to synthesize it. The reactants are: CC1N([C:7]2[CH:12]=[CH:11][C:10]([C:13]3[C:14](=[O:22])[NH:15][C:16]4([CH2:21][CH2:20][CH2:19][CH2:18]4)[N:17]=3)=[CH:9][CH:8]=2)C=NC=1.[H-].[Na+].Br[CH2:26][C:27]([NH:29][C:30]1[CH:35]=[CH:34][CH:33]=[C:32]([C:36]([F:39])([F:38])[F:37])[CH:31]=1)=[O:28].